From a dataset of Forward reaction prediction with 1.9M reactions from USPTO patents (1976-2016). Predict the product of the given reaction. (1) Given the reactants [CH2:1]([CH:3]([N:6]1[C:10]2=[C:11]3[C:18]([CH3:19])=[N:17][N:16]([C:20]4[C:25]([Cl:26])=[CH:24][C:23]([Cl:27])=[CH:22][C:21]=4[Cl:28])[C:12]3=[N:13][C:14]([CH3:15])=[C:9]2[CH2:8][CH2:7]1)[CH2:4][CH3:5])[CH3:2], predict the reaction product. The product is: [CH2:1]([CH:3]([N:6]1[C:10]2=[C:11]3[C:18]([CH3:19])=[N:17][N:16]([C:20]4[C:25]([Cl:26])=[CH:24][C:23]([Cl:27])=[CH:22][C:21]=4[Cl:28])[C:12]3=[N:13][C:14]([CH3:15])=[C:9]2[CH:8]=[CH:7]1)[CH2:4][CH3:5])[CH3:2]. (2) The product is: [CH2:37]([NH:39][CH2:29][C:28]1[CH:31]=[CH:32][CH:33]=[CH:34][C:27]=1[N:25]1[C:24](=[O:35])[C:8]2=[CH:9][N:10]([CH2:12][C:13]3[CH:14]=[CH:15][C:16]([N:19]4[CH:23]=[CH:22][CH:21]=[N:20]4)=[CH:17][CH:18]=3)[C:11]3[C:2]([F:1])=[CH:3][CH:4]=[C:5]([F:36])[C:6]=3[C:7]2=[N:26]1)[CH3:38]. Given the reactants [F:1][C:2]1[C:11]2[N:10]([CH2:12][C:13]3[CH:18]=[CH:17][C:16]([N:19]4[CH:23]=[CH:22][CH:21]=[N:20]4)=[CH:15][CH:14]=3)[CH:9]=[C:8]3[C:24](=[O:35])[N:25]([C:27]4[CH:34]=[CH:33][CH:32]=[CH:31][C:28]=4[CH:29]=O)[N:26]=[C:7]3[C:6]=2[C:5]([F:36])=[CH:4][CH:3]=1.[CH2:37]([NH2:39])[CH3:38].C(O)(=O)C.C(O[BH-](OC(=O)C)OC(=O)C)(=O)C.[Na+].ClC1C(=O)C(C#N)=C(C#N)C(=O)C=1Cl, predict the reaction product. (3) Given the reactants [NH2:1][C:2]1[C:11]([NH2:12])=[C:10]2[C:5]([C:6]([CH3:16])([CH3:15])[C:7](=[O:14])[NH:8][C:9]2=[O:13])=[CH:4][C:3]=1[Br:17].[CH3:18][C:19]1[CH:26]=[CH:25][C:22]([CH:23]=O)=[CH:21][C:20]=1[N+:27]([O-:29])=[O:28].C1(Cl)C(=O)C(Cl)=C(Cl)C(=O)C=1Cl, predict the reaction product. The product is: [Br:17][C:3]1[C:2]2[N:1]=[C:23]([C:22]3[CH:25]=[CH:26][C:19]([CH3:18])=[C:20]([N+:27]([O-:29])=[O:28])[CH:21]=3)[NH:12][C:11]=2[C:10]2[C:9](=[O:13])[NH:8][C:7](=[O:14])[C:6]([CH3:15])([CH3:16])[C:5]=2[CH:4]=1. (4) Given the reactants O=[C:2]1[CH2:7][CH2:6][N:5]([C:8]([O:10][CH2:11][C:12]2[CH:17]=[CH:16][CH:15]=[CH:14][CH:13]=2)=[O:9])[CH2:4][CH2:3]1.[Br:18][C:19]1[CH:25]=[CH:24][C:22]([NH2:23])=[CH:21][CH:20]=1.[BH-](OC(C)=O)(OC(C)=O)OC(C)=O.[Na+], predict the reaction product. The product is: [Br:18][C:19]1[CH:25]=[CH:24][C:22]([NH:23][CH:2]2[CH2:7][CH2:6][N:5]([C:8]([O:10][CH2:11][C:12]3[CH:17]=[CH:16][CH:15]=[CH:14][CH:13]=3)=[O:9])[CH2:4][CH2:3]2)=[CH:21][CH:20]=1. (5) Given the reactants [C:1](/[C:3](=[CH:9]/OCC)/[C:4]([O:6][CH2:7][CH3:8])=[O:5])#[N:2].Cl.[CH3:14][O:15][C:16]1[CH:21]=[CH:20][C:19]([NH:22][NH2:23])=[CH:18][CH:17]=1.C([O-])([O-])=O.[Na+].[Na+], predict the reaction product. The product is: [NH2:2][C:1]1[N:22]([C:19]2[CH:20]=[CH:21][C:16]([O:15][CH3:14])=[CH:17][CH:18]=2)[N:23]=[CH:9][C:3]=1[C:4]([O:6][CH2:7][CH3:8])=[O:5]. (6) Given the reactants C(OC([N:8]1[CH2:13][CH2:12][NH:11][C:10](=[O:14])[CH2:9]1)=O)(C)(C)C.[I-].[H-].[Na+].Br[CH2:19][C:20]1[CH:29]=[C:28]2[C:23]([C:24]([Cl:30])=[CH:25][N:26]=[N:27]2)=[CH:22][CH:21]=1, predict the reaction product. The product is: [Cl:30][C:24]1[C:23]2[C:28](=[CH:29][C:20]([CH2:19][N:11]3[CH2:12][CH2:13][NH:8][CH2:9][C:10]3=[O:14])=[CH:21][CH:22]=2)[N:27]=[N:26][CH:25]=1. (7) Given the reactants F[C:2]1[CH:7]=[CH:6][C:5]([N+:8]([O-:10])=[O:9])=[CH:4][CH:3]=1.[NH2:11][CH2:12][C:13]([OH:15])=[O:14].C(=O)(O)[O-].[Na+], predict the reaction product. The product is: [N+:8]([C:5]1[CH:6]=[CH:7][C:2]([NH:11][CH2:12][C:13]([OH:15])=[O:14])=[CH:3][CH:4]=1)([O-:10])=[O:9]. (8) Given the reactants Cl.[CH3:2][S:3]([C:6]1[CH:11]=[CH:10][C:9]([CH2:12][C@@H:13]([NH:15][CH2:16][CH2:17][CH3:18])[CH3:14])=[CH:8][CH:7]=1)(=[O:5])=[O:4].C(N(CC)CC)C.[C:26]([O:30][C:31]([N:33]1[CH2:39][CH2:38][C:37](=[O:40])[N:36]([CH2:41][CH2:42][CH2:43][CH:44]=O)[CH2:35][CH2:34]1)=[O:32])([CH3:29])([CH3:28])[CH3:27].C(O[BH-](OC(=O)C)OC(=O)C)(=O)C.[Na+], predict the reaction product. The product is: [C:26]([O:30][C:31]([N:33]1[CH2:39][CH2:38][C:37](=[O:40])[N:36]([CH2:41][CH2:42][CH2:43][CH2:44][N:15]([C@@H:13]([CH3:14])[CH2:12][C:9]2[CH:10]=[CH:11][C:6]([S:3]([CH3:2])(=[O:5])=[O:4])=[CH:7][CH:8]=2)[CH2:16][CH2:17][CH3:18])[CH2:35][CH2:34]1)=[O:32])([CH3:27])([CH3:28])[CH3:29]. (9) Given the reactants [NH2:1][C:2]1[CH:3]=[CH:4][C:5](Br)=[C:6]2[C:10]=1[C:9](=[O:11])[NH:8][CH2:7]2.CB1OB(C)OB(C)O1.C(=O)([O-])[O-].[K+].[K+].NC1C=CC(C)=C2C=1C(=O)NC2, predict the reaction product. The product is: [NH2:1][C:2]1[CH:3]=[CH:4][CH:5]=[C:6]2[C:10]=1[C:9](=[O:11])[NH:8][CH2:7]2.